This data is from NCI-60 drug combinations with 297,098 pairs across 59 cell lines. The task is: Regression. Given two drug SMILES strings and cell line genomic features, predict the synergy score measuring deviation from expected non-interaction effect. (1) Drug 1: CC1CCC2CC(C(=CC=CC=CC(CC(C(=O)C(C(C(=CC(C(=O)CC(OC(=O)C3CCCCN3C(=O)C(=O)C1(O2)O)C(C)CC4CCC(C(C4)OC)OCCO)C)C)O)OC)C)C)C)OC. Drug 2: C1CN1C2=NC(=NC(=N2)N3CC3)N4CC4. Cell line: SF-539. Synergy scores: CSS=61.4, Synergy_ZIP=-4.77, Synergy_Bliss=-3.23, Synergy_Loewe=-8.35, Synergy_HSA=0.256. (2) Drug 1: CN(C)N=NC1=C(NC=N1)C(=O)N. Drug 2: C(CC(=O)O)C(=O)CN.Cl. Cell line: MOLT-4. Synergy scores: CSS=10.7, Synergy_ZIP=-5.03, Synergy_Bliss=-9.47, Synergy_Loewe=-9.95, Synergy_HSA=-8.90. (3) Drug 1: CC1C(C(=O)NC(C(=O)N2CCCC2C(=O)N(CC(=O)N(C(C(=O)O1)C(C)C)C)C)C(C)C)NC(=O)C3=C4C(=C(C=C3)C)OC5=C(C(=O)C(=C(C5=N4)C(=O)NC6C(OC(=O)C(N(C(=O)CN(C(=O)C7CCCN7C(=O)C(NC6=O)C(C)C)C)C)C(C)C)C)N)C. Drug 2: C1=CC=C(C=C1)NC(=O)CCCCCCC(=O)NO. Cell line: MDA-MB-435. Synergy scores: CSS=8.77, Synergy_ZIP=-3.09, Synergy_Bliss=1.68, Synergy_Loewe=-5.90, Synergy_HSA=-2.62. (4) Drug 1: CC1OCC2C(O1)C(C(C(O2)OC3C4COC(=O)C4C(C5=CC6=C(C=C35)OCO6)C7=CC(=C(C(=C7)OC)O)OC)O)O. Drug 2: C1=CC(=CC=C1C#N)C(C2=CC=C(C=C2)C#N)N3C=NC=N3. Cell line: NCI-H322M. Synergy scores: CSS=6.35, Synergy_ZIP=-2.55, Synergy_Bliss=0.236, Synergy_Loewe=0.425, Synergy_HSA=1.22. (5) Drug 1: CS(=O)(=O)CCNCC1=CC=C(O1)C2=CC3=C(C=C2)N=CN=C3NC4=CC(=C(C=C4)OCC5=CC(=CC=C5)F)Cl. Drug 2: CC(C)CN1C=NC2=C1C3=CC=CC=C3N=C2N. Cell line: UACC-257. Synergy scores: CSS=-1.06, Synergy_ZIP=1.38, Synergy_Bliss=1.72, Synergy_Loewe=-0.462, Synergy_HSA=-0.979. (6) Drug 1: CCC1(CC2CC(C3=C(CCN(C2)C1)C4=CC=CC=C4N3)(C5=C(C=C6C(=C5)C78CCN9C7C(C=CC9)(C(C(C8N6C=O)(C(=O)OC)O)OC(=O)C)CC)OC)C(=O)OC)O.OS(=O)(=O)O. Drug 2: CCN(CC)CCNC(=O)C1=C(NC(=C1C)C=C2C3=C(C=CC(=C3)F)NC2=O)C. Cell line: MDA-MB-231. Synergy scores: CSS=16.2, Synergy_ZIP=-5.20, Synergy_Bliss=3.26, Synergy_Loewe=-8.49, Synergy_HSA=3.27. (7) Drug 1: CN1CCC(CC1)COC2=C(C=C3C(=C2)N=CN=C3NC4=C(C=C(C=C4)Br)F)OC. Drug 2: C1CCN(CC1)CCOC2=CC=C(C=C2)C(=O)C3=C(SC4=C3C=CC(=C4)O)C5=CC=C(C=C5)O. Cell line: LOX IMVI. Synergy scores: CSS=11.1, Synergy_ZIP=-1.96, Synergy_Bliss=0.773, Synergy_Loewe=0.772, Synergy_HSA=2.64. (8) Drug 1: CNC(=O)C1=CC=CC=C1SC2=CC3=C(C=C2)C(=NN3)C=CC4=CC=CC=N4. Drug 2: CC1=C(C=C(C=C1)NC(=O)C2=CC=C(C=C2)CN3CCN(CC3)C)NC4=NC=CC(=N4)C5=CN=CC=C5. Cell line: OVCAR-5. Synergy scores: CSS=3.83, Synergy_ZIP=1.59, Synergy_Bliss=-0.720, Synergy_Loewe=-3.61, Synergy_HSA=-3.52. (9) Drug 1: CC1=C(C=C(C=C1)NC2=NC=CC(=N2)N(C)C3=CC4=NN(C(=C4C=C3)C)C)S(=O)(=O)N.Cl. Drug 2: CC1C(C(CC(O1)OC2CC(CC3=C2C(=C4C(=C3O)C(=O)C5=C(C4=O)C(=CC=C5)OC)O)(C(=O)C)O)N)O.Cl. Cell line: HCT116. Synergy scores: CSS=30.1, Synergy_ZIP=2.96, Synergy_Bliss=1.93, Synergy_Loewe=-27.6, Synergy_HSA=1.33.